This data is from Full USPTO retrosynthesis dataset with 1.9M reactions from patents (1976-2016). The task is: Predict the reactants needed to synthesize the given product. (1) Given the product [CH2:30]([O:37][C:38]1[CH:39]=[C:40]([CH:44]=[CH:45][CH:46]=1)[C:41]([N:14]([O:13][CH3:9])[CH3:15])=[O:43])[C:31]1[CH:32]=[CH:33][CH:34]=[CH:35][CH:36]=1, predict the reactants needed to synthesize it. The reactants are: [B-](F)(F)(F)F.CN([C:9]([O:13][N:14]1C(=O)C=CC=[CH:15]1)=[N+](C)C)C.C(N(C(C)C)CC)(C)C.[CH2:30]([O:37][C:38]1[CH:39]=[C:40]([CH:44]=[CH:45][CH:46]=1)[C:41]([OH:43])=O)[C:31]1[CH:36]=[CH:35][CH:34]=[CH:33][CH:32]=1.Cl.CNOC. (2) Given the product [CH:11]1([N:17]2[CH2:18][CH2:19][CH:20]([NH:23][CH2:6][C:2]3[O:1][CH:5]=[CH:4][CH:3]=3)[CH2:21][CH2:22]2)[CH2:16][CH2:15][CH2:14][CH2:13][CH2:12]1, predict the reactants needed to synthesize it. The reactants are: [O:1]1[CH:5]=[CH:4][CH:3]=[C:2]1[CH:6]=O.O.Cl.Cl.[CH:11]1([N:17]2[CH2:22][CH2:21][CH:20]([NH2:23])[CH2:19][CH2:18]2)[CH2:16][CH2:15][CH2:14][CH2:13][CH2:12]1.C(O[BH-](OC(=O)C)OC(=O)C)(=O)C.[Na+].N. (3) Given the product [ClH:30].[N:21]1([C:19]2[CH:18]=[N:17][CH:16]=[C:15]([O:14][CH2:13][C@@H:9]3[CH2:10][CH2:11][CH2:12][NH:8]3)[CH:20]=2)[C:29]2[C:24](=[CH:25][CH:26]=[CH:27][CH:28]=2)[CH2:23][CH2:22]1, predict the reactants needed to synthesize it. The reactants are: C(OC([N:8]1[CH2:12][CH2:11][CH2:10][C@H:9]1[CH2:13][O:14][C:15]1[CH:16]=[N:17][CH:18]=[C:19]([N:21]2[C:29]3[C:24](=[CH:25][CH:26]=[CH:27][CH:28]=3)[CH2:23][CH2:22]2)[CH:20]=1)=O)(C)(C)C.[ClH:30].CCOCC. (4) Given the product [F:97][C:98]([F:103])([F:102])[C:99]([OH:101])=[O:100].[CH2:62]([O:61][C:59]([C@:50]1([NH:49][C:22](=[O:24])[C@H:21]([CH3:36])[C@@H:20]([O:29][CH3:30])[C@@H:19]2[CH2:31][CH2:34][CH2:35][NH:18]2)[CH2:52][C@@H:51]1[C:53]1[CH:58]=[CH:57][CH:56]=[CH:55][CH:54]=1)=[O:60])[C:63]1[CH:68]=[CH:67][CH:66]=[CH:65][CH:64]=1, predict the reactants needed to synthesize it. The reactants are: C(OC(N[C@H](C([N:18]([CH3:35])[C@@H:19]([C@@H:31]([CH3:34])CC)[C@H:20]([O:29][CH3:30])[CH2:21][C:22]([O:24]C(C)(C)C)=O)=O)C(C)C)=O)C1C=CC=CC=1.[CH:36]1(NC2CCCCC2)CCCCC1.[NH2:49][C@@:50]1([C:59]([O:61][CH2:62][C:63]2[CH:68]=[CH:67][CH:66]=[CH:65][CH:64]=2)=[O:60])[CH2:52][C@@H:51]1[C:53]1[CH:58]=[CH:57][CH:56]=[CH:55][CH:54]=1.C(OC(N[C@@]1(C(O)=O)C[C@@H]1C1C=CC=CC=1)=O)(C)(C)C.C(O)C1C=CC=CC=1.[F:97][C:98]([F:103])([F:102])[C:99]([OH:101])=[O:100]. (5) Given the product [CH:1]1([C:4]#[C:5][C:6]2[CH2:11][CH2:10][NH:9][CH2:8][CH:7]=2)[CH2:2][CH2:3]1, predict the reactants needed to synthesize it. The reactants are: [CH:1]1([C:4]#[C:5][C:6]2[CH2:11][CH2:10][N:9](C(OC(C)(C)C)=O)[CH2:8][CH:7]=2)[CH2:3][CH2:2]1.Cl. (6) Given the product [C:25]([C:27]1[CH:28]=[C:29]([C:30]2[O:1][N:2]=[C:3]([C:4]3[CH:21]=[CH:20][C:7]4[CH2:8][CH2:9][N:10]([C:13]([O:15][C:16]([CH3:18])([CH3:19])[CH3:17])=[O:14])[CH2:11][CH2:12][C:6]=4[CH:5]=3)[N:22]=2)[CH:34]=[CH:35][C:36]=1[O:37][CH3:38])#[N:26], predict the reactants needed to synthesize it. The reactants are: [OH:1][NH:2][C:3](=[NH:22])[C:4]1[CH:21]=[CH:20][C:7]2[CH2:8][CH2:9][N:10]([C:13]([O:15][C:16]([CH3:19])([CH3:18])[CH3:17])=[O:14])[CH2:11][CH2:12][C:6]=2[CH:5]=1.[H-].[Na+].[C:25]([C:27]1[CH:28]=[C:29]([CH:34]=[CH:35][C:36]=1[O:37][CH3:38])[C:30](OC)=O)#[N:26].